This data is from Reaction yield outcomes from USPTO patents with 853,638 reactions. The task is: Predict the reaction yield, written as a fraction of the theoretical maximum amount of product (1.0 means a 100% yield; for example, 0.34 means a 34% yield). The reactants are Cl[C:2]1[N:7]=[C:6]([C:8]2[S:12][C:11]([C:13]([CH3:16])([CH3:15])[CH3:14])=[N:10][C:9]=2[C:17]2[CH:18]=[C:19]([NH:23][S:24]([C:27]3[CH:32]=[C:31]([F:33])[CH:30]=[CH:29][C:28]=3[F:34])(=[O:26])=[O:25])[CH:20]=[CH:21][CH:22]=2)[CH:5]=[CH:4][N:3]=1.[NH3:35].C(O)(C)C. No catalyst specified. The product is [NH2:35][C:2]1[N:7]=[C:6]([C:8]2[S:12][C:11]([C:13]([CH3:16])([CH3:15])[CH3:14])=[N:10][C:9]=2[C:17]2[CH:18]=[C:19]([NH:23][S:24]([C:27]3[CH:32]=[C:31]([F:33])[CH:30]=[CH:29][C:28]=3[F:34])(=[O:26])=[O:25])[CH:20]=[CH:21][CH:22]=2)[CH:5]=[CH:4][N:3]=1. The yield is 0.250.